This data is from Full USPTO retrosynthesis dataset with 1.9M reactions from patents (1976-2016). The task is: Predict the reactants needed to synthesize the given product. (1) Given the product [CH3:5][C:3]1[O:4][C:12]2[C:13]([C:14](=[O:15])[C:2]=1[C:1]([O:7][CH3:8])=[O:6])=[CH:17][CH:18]=[CH:19][CH:20]=2, predict the reactants needed to synthesize it. The reactants are: [C:1]([O:7][CH3:8])(=[O:6])[CH2:2][C:3]([CH3:5])=[O:4].[H-].[Na+].F[C:12]1[CH:20]=[CH:19][CH:18]=[CH:17][C:13]=1[C:14](Cl)=[O:15].O. (2) Given the product [C:1]1([S:7]([N:10]2[CH2:15][CH:14]([CH2:16][O:17][CH3:18])[NH:13][CH:12]([CH2:26][O:27][CH3:28])[CH2:11]2)(=[O:9])=[O:8])[CH:2]=[CH:3][CH:4]=[CH:5][CH:6]=1, predict the reactants needed to synthesize it. The reactants are: [C:1]1([S:7]([N:10]2[CH2:15][CH:14]([CH2:16][O:17][CH3:18])[N:13](CC3C=CC=CC=3)[CH:12]([CH2:26][O:27][CH3:28])[CH2:11]2)(=[O:9])=[O:8])[CH:6]=[CH:5][CH:4]=[CH:3][CH:2]=1. (3) Given the product [Cl:1][C:2]1[CH:7]=[CH:6][C:5]([C:8]2[C:17]3[C:12](=[CH:13][CH:14]=[CH:15][CH:16]=3)[N:11]=[C:10]([NH:18][CH2:19][CH2:20][CH2:21][N:22]3[CH2:27][CH2:26][N:25]([C:33]([C:32]4[CH:36]=[CH:37][CH:38]=[C:30]([O:29][CH3:28])[CH:31]=4)=[O:34])[CH2:24][CH2:23]3)[N:9]=2)=[CH:4][CH:3]=1, predict the reactants needed to synthesize it. The reactants are: [Cl:1][C:2]1[CH:7]=[CH:6][C:5]([C:8]2[C:17]3[C:12](=[CH:13][CH:14]=[CH:15][CH:16]=3)[N:11]=[C:10]([NH:18][CH2:19][CH2:20][CH2:21][N:22]3[CH2:27][CH2:26][NH:25][CH2:24][CH2:23]3)[N:9]=2)=[CH:4][CH:3]=1.[CH3:28][O:29][C:30]1[CH:31]=[C:32]([CH:36]=[CH:37][CH:38]=1)[C:33](Cl)=[O:34]. (4) Given the product [OH:1][C:2]1([CH2:8][NH:9][C:10]([C:12]2[C:13]([Cl:24])=[C:14]3[C:18](=[C:19]([NH2:21])[CH:20]=2)[NH:17][CH:16]=[CH:15]3)=[O:11])[CH2:3][CH2:4][CH2:5][CH2:6][CH2:7]1, predict the reactants needed to synthesize it. The reactants are: [OH:1][C:2]1([CH2:8][NH:9][C:10]([C:12]2[C:13]([Cl:24])=[C:14]3[C:18](=[C:19]([N+:21]([O-])=O)[CH:20]=2)[NH:17][CH:16]=[CH:15]3)=[O:11])[CH2:7][CH2:6][CH2:5][CH2:4][CH2:3]1.O.O.[Sn](Cl)Cl.